From a dataset of Full USPTO retrosynthesis dataset with 1.9M reactions from patents (1976-2016). Predict the reactants needed to synthesize the given product. (1) Given the product [CH:21]([N:17]1[CH2:16][CH:15]2[CH2:20][CH:18]1[CH2:19][N:14]2[C:10]1[N:9]=[C:8]([C:6]2[CH:5]=[CH:4][N:3]=[C:2]([NH:32][C@H:25]([C:26]3[CH:31]=[CH:30][CH:29]=[CH:28][CH:27]=3)[CH3:24])[CH:7]=2)[CH:13]=[CH:12][N:11]=1)([CH3:23])[CH3:22], predict the reactants needed to synthesize it. The reactants are: Cl[C:2]1[CH:7]=[C:6]([C:8]2[CH:13]=[CH:12][N:11]=[C:10]([N:14]3[CH2:19][CH:18]4[CH2:20][CH:15]3[CH2:16][N:17]4[CH:21]([CH3:23])[CH3:22])[N:9]=2)[CH:5]=[CH:4][N:3]=1.[CH3:24][C@H:25]([NH2:32])[C:26]1[CH:31]=[CH:30][CH:29]=[CH:28][CH:27]=1.C1C=CC(P(C2C(C3C(P(C4C=CC=CC=4)C4C=CC=CC=4)=CC=C4C=3C=CC=C4)=C3C(C=CC=C3)=CC=2)C2C=CC=CC=2)=CC=1.CC([O-])(C)C.[Na+]. (2) The reactants are: [CH2:1]([C:8]1[CH:9]=[N:10][C:11]2[C:16]([C:17]=1[C:18]1[CH:19]=[C:20]([C:24]#[C:25][C:26]3[CH:31]=[CH:30][C:29]([CH2:32][C:33]([OH:35])=[O:34])=[CH:28][CH:27]=3)[CH:21]=[CH:22][CH:23]=1)=[CH:15][CH:14]=[CH:13][C:12]=2[C:36]([F:39])([F:38])[F:37])[C:2]1[CH:7]=[CH:6][CH:5]=[CH:4][CH:3]=1. Given the product [CH2:1]([C:8]1[CH:9]=[N:10][C:11]2[C:16]([C:17]=1[C:18]1[CH:19]=[C:20]([CH2:24][CH2:25][C:26]3[CH:27]=[CH:28][C:29]([CH2:32][C:33]([OH:35])=[O:34])=[CH:30][CH:31]=3)[CH:21]=[CH:22][CH:23]=1)=[CH:15][CH:14]=[CH:13][C:12]=2[C:36]([F:37])([F:38])[F:39])[C:2]1[CH:7]=[CH:6][CH:5]=[CH:4][CH:3]=1, predict the reactants needed to synthesize it.